Dataset: Reaction yield outcomes from USPTO patents with 853,638 reactions. Task: Predict the reaction yield, written as a fraction of the theoretical maximum amount of product (1.0 means a 100% yield; for example, 0.34 means a 34% yield). (1) The reactants are Br[C:2]1[CH:7]=[C:6]([CH3:8])[CH:5]=[CH:4][C:3]=1[O:9][CH3:10].[CH:11]1[C:23]2[NH:22][C:21]3[C:16](=[CH:17][CH:18]=[CH:19][CH:20]=3)[C:15]=2[CH:14]=[CH:13][CH:12]=1.[O-]P([O-])([O-])=O.[K+].[K+].[K+].N[C@@H]1CCCC[C@H]1N. The catalyst is O1CCOCC1.[Cu]I. The product is [CH3:10][O:9][C:3]1[CH:4]=[CH:5][C:6]([CH3:8])=[CH:7][C:2]=1[N:22]1[C:23]2[CH:11]=[CH:12][CH:13]=[CH:14][C:15]=2[C:16]2[C:21]1=[CH:20][CH:19]=[CH:18][CH:17]=2. The yield is 0.450. (2) The reactants are COC(=O)C=CC1C2N(C3C=CC=CC=3)C=NC=2C=C(C(F)(F)F)C=1.CN1[CH2:32][CH2:31][N:30]([C:33](=[O:55])[CH:34]=[CH:35][C:36]2[C:44]3[N:43]([C:45]4[CH:50]=[CH:49][CH:48]=[CH:47][CH:46]=4)[CH:42]=[N:41][C:40]=3[CH:39]=[C:38]([C:51]([F:54])([F:53])[F:52])[CH:37]=2)[CH2:29][CH2:28]1. No catalyst specified. The product is [N:30]1([C:33](=[O:55])[CH:34]=[CH:35][C:36]2[C:44]3[N:43]([C:45]4[CH:50]=[CH:49][CH:48]=[CH:47][CH:46]=4)[CH:42]=[N:41][C:40]=3[CH:39]=[C:38]([C:51]([F:52])([F:54])[F:53])[CH:37]=2)[CH2:29][CH:28]=[CH:32][CH2:31]1. The yield is 0.0600. (3) The reactants are Cl[C:2]1[C:7]([C:8]([NH:10][CH2:11][C:12]2[CH:17]=[CH:16][CH:15]=[C:14]([F:18])[CH:13]=2)=[O:9])=[C:6]([CH3:19])[CH:5]=[C:4]([Cl:20])[N:3]=1.Cl.[CH2:22]([NH2:24])[CH3:23].C([O-])([O-])=O.[K+].[K+]. The catalyst is CN(C=O)C. The product is [Cl:20][C:4]1[N:3]=[C:2]([NH:24][CH2:22][CH3:23])[C:7]([C:8]([NH:10][CH2:11][C:12]2[CH:17]=[CH:16][CH:15]=[C:14]([F:18])[CH:13]=2)=[O:9])=[C:6]([CH3:19])[CH:5]=1. The yield is 0.130. (4) The reactants are CC1(C)C2C(=C(P(C3C=CC=CC=3)C3C=CC=CC=3)C=CC=2)OC2C(P(C3C=CC=CC=3)C3C=CC=CC=3)=CC=CC1=2.C(=O)([O-])[O-].[K+].[K+].[CH2:49]([O:51][C:52]([C:54]1[S:55][C:56]([C:59]2[CH:64]=[CH:63][N:62]=[C:61](Cl)[N:60]=2)=[CH:57][CH:58]=1)=[O:53])[CH3:50].[NH2:66][C:67]1[CH:68]=[N:69][CH:70]=[CH:71][CH:72]=1. The catalyst is O1CCOCC1.CCOC(C)=O.O.CC(O)=O.CC(O)=O.[Pd]. The product is [CH2:49]([O:51][C:52]([C:54]1[S:55][C:56]([C:59]2[CH:64]=[CH:63][N:62]=[C:61]([NH:66][C:67]3[CH:68]=[N:69][CH:70]=[CH:71][CH:72]=3)[N:60]=2)=[CH:57][CH:58]=1)=[O:53])[CH3:50]. The yield is 0.563.